This data is from Reaction yield outcomes from USPTO patents with 853,638 reactions. The task is: Predict the reaction yield, written as a fraction of the theoretical maximum amount of product (1.0 means a 100% yield; for example, 0.34 means a 34% yield). (1) The reactants are Cl[C:2]1[CH:7]=[C:6]([Cl:8])[N:5]=[CH:4][N:3]=1.[NH:9]1[CH2:14][CH2:13][CH:12]([C:15]([O:17][CH2:18][CH3:19])=[O:16])[CH2:11][CH2:10]1.C([O-])(O)=O.[Na+]. The catalyst is O1CCOCC1. The product is [Cl:8][C:6]1[N:5]=[CH:4][N:3]=[C:2]([N:9]2[CH2:14][CH2:13][CH:12]([C:15]([O:17][CH2:18][CH3:19])=[O:16])[CH2:11][CH2:10]2)[CH:7]=1. The yield is 0.820. (2) The reactants are [H-].[Na+].[C:3]([C:7]1[CH:12]=[C:11]([C:13]([CH3:16])([CH3:15])[CH3:14])[CH:10]=[CH:9][C:8]=1[OH:17])([CH3:6])([CH3:5])[CH3:4].[C:18]1([CH3:28])[CH:23]=[CH:22][C:21]([S:24](Cl)(=[O:26])=[O:25])=[CH:20][CH:19]=1.O. The catalyst is CCOCC.C1(C)C=CC=CC=1. The product is [C:18]1([CH3:28])[CH:23]=[CH:22][C:21]([S:24]([O:17][C:8]2[CH:9]=[CH:10][C:11]([C:13]([CH3:16])([CH3:15])[CH3:14])=[CH:12][C:7]=2[C:3]([CH3:6])([CH3:5])[CH3:4])(=[O:26])=[O:25])=[CH:20][CH:19]=1. The yield is 0.380. (3) The reactants are [CH2:1]([NH:5][C:6](=[O:21])[C:7]([NH:9][C:10]1[CH:15]=[CH:14][C:13]([O:16][CH3:17])=[CH:12][C:11]=1[N+:18]([O-])=O)=[O:8])[CH2:2][CH2:3][CH3:4]. The catalyst is [Pd].CO. The product is [NH2:18][C:11]1[CH:12]=[C:13]([O:16][CH3:17])[CH:14]=[CH:15][C:10]=1[NH:9][C:7](=[O:8])[C:6]([NH:5][CH2:1][CH2:2][CH2:3][CH3:4])=[O:21]. The yield is 0.900. (4) The reactants are [CH2:1]([C:5]1[N:6]=[C:7]([CH3:27])[NH:8][C:9](=[O:26])[C:10]=1[CH2:11][C:12]1[CH:17]=[CH:16][C:15]([C:18]2[C:19]([C:24]#[N:25])=[CH:20][CH:21]=[CH:22][CH:23]=2)=[CH:14][CH:13]=1)[CH2:2][CH2:3][CH3:4].[H-].[Na+].CN(C)C=O.Br[CH2:36][C:37]1[CH:42]=[CH:41][C:40]([F:43])=[CH:39][CH:38]=1. The catalyst is C(OCC)(=O)C. The product is [CH2:1]([C:5]1[N:6]=[C:7]([CH3:27])[N:8]([CH2:36][C:37]2[CH:42]=[CH:41][C:40]([F:43])=[CH:39][CH:38]=2)[C:9](=[O:26])[C:10]=1[CH2:11][C:12]1[CH:17]=[CH:16][C:15]([C:18]2[C:19]([C:24]#[N:25])=[CH:20][CH:21]=[CH:22][CH:23]=2)=[CH:14][CH:13]=1)[CH2:2][CH2:3][CH3:4]. The yield is 0.580. (5) The reactants are [F:1][C:2]1[CH:3]=[C:4]2[C:8](=[CH:9][CH:10]=1)[NH:7][C:6](=[O:11])[C:5]2=O.[C:13]1([C:19](=O)[CH2:20][CH3:21])[CH:18]=[CH:17][CH:16]=[CH:15][CH:14]=1.CC[OH:25]. The catalyst is [OH-].[K+]. The product is [F:1][C:2]1[CH:3]=[C:4]2[C:8](=[CH:9][CH:10]=1)[N:7]=[C:19]([C:13]1[CH:18]=[CH:17][CH:16]=[CH:15][CH:14]=1)[C:20]([CH3:21])=[C:5]2[C:6]([OH:11])=[O:25]. The yield is 0.630.